From a dataset of Forward reaction prediction with 1.9M reactions from USPTO patents (1976-2016). Predict the product of the given reaction. Given the reactants [NH:1]([C:3]1[N:8]([CH2:9][CH:10]([CH3:12])[CH3:11])[C:7](=[O:13])[N:6]([CH3:14])[C:5](=[O:15])[CH:4]=1)[NH2:2].[Br:16][C:17]1[CH:18]=[C:19]2[C:23](=[CH:24][CH:25]=1)[NH:22][CH:21]=[C:20]2[CH:26]=O.[CH3:28][N:29]1[CH:33]=[CH:32][N:31]=[C:30]1[CH:34]=O, predict the reaction product. The product is: [Br:16][C:17]1[CH:18]=[C:19]2[C:23](=[CH:24][CH:25]=1)[NH:22][CH:21]=[C:20]2[CH2:26][N:2]1[C:34]([C:30]2[N:29]([CH3:28])[CH:33]=[CH:32][N:31]=2)=[C:4]2[C:3]([N:8]([CH2:9][CH:10]([CH3:11])[CH3:12])[C:7](=[O:13])[N:6]([CH3:14])[C:5]2=[O:15])=[N:1]1.